From a dataset of NCI-60 drug combinations with 297,098 pairs across 59 cell lines. Regression. Given two drug SMILES strings and cell line genomic features, predict the synergy score measuring deviation from expected non-interaction effect. (1) Drug 1: CC(C1=C(C=CC(=C1Cl)F)Cl)OC2=C(N=CC(=C2)C3=CN(N=C3)C4CCNCC4)N. Drug 2: C1=NC2=C(N1)C(=S)N=C(N2)N. Cell line: M14. Synergy scores: CSS=41.4, Synergy_ZIP=2.76, Synergy_Bliss=1.88, Synergy_Loewe=-3.52, Synergy_HSA=-0.831. (2) Drug 1: C1CC(C1)(C(=O)O)C(=O)O.[NH2-].[NH2-].[Pt+2]. Drug 2: CC1C(C(CC(O1)OC2CC(CC3=C2C(=C4C(=C3O)C(=O)C5=CC=CC=C5C4=O)O)(C(=O)C)O)N)O. Cell line: SF-268. Synergy scores: CSS=46.6, Synergy_ZIP=-9.11, Synergy_Bliss=-5.14, Synergy_Loewe=-2.17, Synergy_HSA=-0.772. (3) Drug 1: CC1=C2C(C(=O)C3(C(CC4C(C3C(C(C2(C)C)(CC1OC(=O)C(C(C5=CC=CC=C5)NC(=O)OC(C)(C)C)O)O)OC(=O)C6=CC=CC=C6)(CO4)OC(=O)C)O)C)O. Drug 2: CC12CCC3C(C1CCC2OP(=O)(O)O)CCC4=C3C=CC(=C4)OC(=O)N(CCCl)CCCl.[Na+]. Cell line: SK-MEL-5. Synergy scores: CSS=67.3, Synergy_ZIP=16.8, Synergy_Bliss=13.3, Synergy_Loewe=26.4, Synergy_HSA=17.2. (4) Synergy scores: CSS=9.06, Synergy_ZIP=-0.133, Synergy_Bliss=-0.757, Synergy_Loewe=-0.444, Synergy_HSA=-0.895. Cell line: OVCAR-5. Drug 2: CC(C)CN1C=NC2=C1C3=CC=CC=C3N=C2N. Drug 1: CC12CCC3C(C1CCC2=O)CC(=C)C4=CC(=O)C=CC34C. (5) Drug 1: C1C(C(OC1N2C=C(C(=O)NC2=O)F)CO)O. Drug 2: N.N.Cl[Pt+2]Cl. Cell line: DU-145. Synergy scores: CSS=43.2, Synergy_ZIP=-3.99, Synergy_Bliss=-4.40, Synergy_Loewe=-3.72, Synergy_HSA=-1.02. (6) Drug 1: C1=NC2=C(N1)C(=S)N=C(N2)N. Drug 2: COC1=C2C(=CC3=C1OC=C3)C=CC(=O)O2. Cell line: HCT116. Synergy scores: CSS=42.8, Synergy_ZIP=1.92, Synergy_Bliss=-0.277, Synergy_Loewe=-16.4, Synergy_HSA=0.282.